From a dataset of Reaction yield outcomes from USPTO patents with 853,638 reactions. Predict the reaction yield, written as a fraction of the theoretical maximum amount of product (1.0 means a 100% yield; for example, 0.34 means a 34% yield). (1) The reactants are [F:1][C:2]1[C:15]([F:16])=[C:14]([F:17])[C:13]([F:18])=[CH:12][C:3]=1[C:4]([CH2:6][C:7]([O:9][CH2:10][CH3:11])=[O:8])=[O:5].[CH3:19]C(OC(C)=O)=O.C(OCC)(OCC)OCC.[NH2:36][CH2:37][CH2:38][CH2:39][CH2:40][OH:41]. No catalyst specified. The product is [OH:41][CH2:40][CH2:39][CH2:38][CH2:37][NH:36][CH:19]=[C:6]([C:4](=[O:5])[C:3]1[CH:12]=[C:13]([F:18])[C:14]([F:17])=[C:15]([F:16])[C:2]=1[F:1])[C:7]([O:9][CH2:10][CH3:11])=[O:8]. The yield is 0.970. (2) The reactants are [Br:1][C:2]1[CH:7]=[CH:6][C:5]([C:8]2[CH2:12][C:11]([C:17]3[CH:22]=[C:21]([Cl:23])[C:20]([Cl:24])=[C:19]([Cl:25])[CH:18]=3)([C:13]([F:16])([F:15])[F:14])[O:10][N:9]=2)=[CH:4][C:3]=1[CH2:26][NH2:27].N1C=CC=CC=1.[C:34](Cl)(=[O:36])[CH3:35].O. The catalyst is CN(C=O)C. The product is [Br:1][C:2]1[CH:7]=[CH:6][C:5]([C:8]2[CH2:12][C:11]([C:17]3[CH:22]=[C:21]([Cl:23])[C:20]([Cl:24])=[C:19]([Cl:25])[CH:18]=3)([C:13]([F:16])([F:14])[F:15])[O:10][N:9]=2)=[CH:4][C:3]=1[CH2:26][NH:27][C:34](=[O:36])[CH3:35]. The yield is 0.730. (3) The reactants are [CH2:1]([O:8][C:9]1[C:14](=[O:15])[N:13]2[CH:16]=[CH:17][N:18]([CH2:19][C:20]([N:22]3[CH2:27][CH:26]([CH3:28])[O:25][CH:24]([CH3:29])[CH2:23]3)=[O:21])[C:12]2=[N:11][C:10]=1[C:30]1[S:31][C:32]([CH2:35][C:36]2[CH:41]=[CH:40][C:39]([F:42])=[CH:38][C:37]=2[S:43][CH3:44])=[CH:33][N:34]=1)[C:2]1[CH:7]=[CH:6][CH:5]=[CH:4][CH:3]=1.OO.CC(O)=[O:49]. The catalyst is O. The product is [CH2:1]([O:8][C:9]1[C:14](=[O:15])[N:13]2[CH:16]=[CH:17][N:18]([CH2:19][C:20]([N:22]3[CH2:27][CH:26]([CH3:28])[O:25][CH:24]([CH3:29])[CH2:23]3)=[O:21])[C:12]2=[N:11][C:10]=1[C:30]1[S:31][C:32]([CH2:35][C:36]2[CH:41]=[CH:40][C:39]([F:42])=[CH:38][C:37]=2[S:43]([CH3:44])=[O:49])=[CH:33][N:34]=1)[C:2]1[CH:7]=[CH:6][CH:5]=[CH:4][CH:3]=1. The yield is 1.00.